From a dataset of Catalyst prediction with 721,799 reactions and 888 catalyst types from USPTO. Predict which catalyst facilitates the given reaction. (1) Reactant: [NH2:1][C:2]1[CH:11]=[CH:10][C:9]2[NH:8][C:7](=[O:12])[C:6]3[NH:13][CH:14]=[CH:15][C:5]=3[C:4]=2[CH:3]=1.Cl.[CH2:17]([C:19]([OH:21])=[O:20])[CH3:18].[C:22]([NH:25][C:26]1[CH:31]=[CH:30][C:29]([S:32](Cl)(=[O:34])=[O:33])=[CH:28][CH:27]=1)(=[O:24])[CH3:23]. Product: [C:22]([NH:25][C:26]1[CH:27]=[CH:28][C:29]([S:32]([NH:1][C:2]2[CH:11]=[CH:10][C:9]3[NH:8][C:7](=[O:12])[C:6]4[NH:13][CH:14]=[CH:15][C:5]=4[C:4]=3[CH:3]=2)(=[O:34])=[O:33])=[CH:30][CH:31]=1)(=[O:24])[CH3:23].[CH2:17]([C:19]([O-:21])=[O:20])[CH3:18]. The catalyst class is: 5. (2) Reactant: [O:1]=[C:2]1[NH:6][CH2:5][CH:4]([NH:7][C:8](=[O:14])[O:9][C:10]([CH3:13])([CH3:12])[CH3:11])[CH2:3]1.I[C:16]1[CH:17]=[N:18][N:19]2[CH2:24][C@H:23]([CH3:25])[NH:22][CH2:21][C:20]=12.CN[C@@H]1CCCC[C@H]1NC.[O-]P([O-])([O-])=O.[K+].[K+].[K+]. Product: [CH3:25][C@H:23]1[CH2:24][N:19]2[N:18]=[CH:17][C:16]([N:6]3[C:2](=[O:1])[CH2:3][CH:4]([NH:7][C:8](=[O:14])[O:9][C:10]([CH3:11])([CH3:13])[CH3:12])[CH2:5]3)=[C:20]2[CH2:21][NH:22]1. The catalyst class is: 185.